Dataset: Reaction yield outcomes from USPTO patents with 853,638 reactions. Task: Predict the reaction yield, written as a fraction of the theoretical maximum amount of product (1.0 means a 100% yield; for example, 0.34 means a 34% yield). (1) The reactants are [C:1]([NH:6][CH2:7][CH2:8][CH2:9][CH2:10][CH2:11][CH2:12][CH2:13][CH2:14][CH2:15][CH2:16][C:17]([OH:19])=[O:18])(=[O:5])[C:2]([CH3:4])=[CH2:3].[C:20]([O:25][CH2:26][C:27]([F:32])([F:31])[CH:28]([F:30])[F:29])(=[O:24])[C:21]([CH3:23])=[CH2:22].C(OCC)C. The catalyst is CO.N(C(C)(C)C#N)=NC(C)(C)C#N. The product is [C:1]([NH:6][CH2:7][CH2:8][CH2:9][CH2:10][CH2:11][CH2:12][CH2:13][CH2:14][CH2:15][CH2:16][C:17]([OH:19])=[O:18])(=[O:5])[C:2]([CH3:4])=[CH2:3].[C:20]([O:25][CH2:26][C:27]([F:31])([F:32])[CH:28]([F:29])[F:30])(=[O:24])[C:21]([CH3:23])=[CH2:22]. The yield is 0.808. (2) The reactants are [CH2:1]([N:6]1[C:14]2[N:13]=[CH:12][NH:11][C:10]=2[C:9](=[O:15])[NH:8]/[C:7]/1=[N:16]/[NH2:17])[CH2:2][CH2:3][CH2:4][CH3:5].C1N=CN([C:23](N2C=NC=C2)=[O:24])C=1. The catalyst is C1COCC1. The product is [OH:24][C:23]1[N:8]2[C:9](=[O:15])[C:10]3[NH:11][CH:12]=[N:13][C:14]=3[N:6]([CH2:1][CH2:2][CH2:3][CH2:4][CH3:5])[C:7]2=[N:16][N:17]=1. The yield is 0.984.